Dataset: Reaction yield outcomes from USPTO patents with 853,638 reactions. Task: Predict the reaction yield, written as a fraction of the theoretical maximum amount of product (1.0 means a 100% yield; for example, 0.34 means a 34% yield). (1) The reactants are [F:1][C:2]1[CH:9]=[C:8]([C:10]([F:13])([F:12])[F:11])[CH:7]=[CH:6][C:3]=1[CH:4]=O.[CH3:14][C:15]([S@:18]([NH2:20])=[O:19])([CH3:17])[CH3:16]. The catalyst is S([O-])([O-])(=O)=O.[Cu+2].ClCCCl. The product is [F:1][C:2]1[CH:9]=[C:8]([C:10]([F:13])([F:12])[F:11])[CH:7]=[CH:6][C:3]=1/[CH:4]=[N:20]/[S@@:18]([C:15]([CH3:17])([CH3:16])[CH3:14])=[O:19]. The yield is 0.950. (2) The reactants are [CH3:1][NH2:2].[C:3]([O:7][C:8](=[O:14])[NH:9][CH2:10][CH2:11][CH2:12]Br)([CH3:6])([CH3:5])[CH3:4]. The catalyst is C1COCC1. The product is [C:3]([O:7][C:8](=[O:14])[NH:9][CH2:10][CH2:11][CH2:12][NH:2][CH3:1])([CH3:6])([CH3:5])[CH3:4]. The yield is 0.860.